Predict the reactants needed to synthesize the given product. From a dataset of Full USPTO retrosynthesis dataset with 1.9M reactions from patents (1976-2016). Given the product [CH2:50]([C@H:41]1[CH2:42][N:43]([CH:46]2[CH2:49][O:48][CH2:47]2)[CH2:44][CH2:45][N:40]1[C:37]1[CH:38]=[CH:39][C:34]([NH:33][C:31]2[C:30](=[O:52])[N:29]([CH3:53])[CH:28]=[C:27]([C:7]3[C:6]([CH2:5][OH:4])=[C:11]([N:12]4[C:24](=[O:25])[C:23]5[S:22][C:21]6[CH2:20][CH2:19][CH2:18][CH2:17][C:16]=6[C:15]=5[CH:14]=[N:13]4)[CH:10]=[C:9]([F:26])[CH:8]=3)[CH:32]=2)=[N:35][CH:36]=1)[CH3:51], predict the reactants needed to synthesize it. The reactants are: C([O:4][CH2:5][C:6]1[C:11]([N:12]2[C:24](=[O:25])[C:23]3[S:22][C:21]4[CH2:20][CH2:19][CH2:18][CH2:17][C:16]=4[C:15]=3[CH:14]=[N:13]2)=[CH:10][C:9]([F:26])=[CH:8][C:7]=1[C:27]1[CH:32]=[C:31]([NH:33][C:34]2[CH:39]=[CH:38][C:37]([N:40]3[CH2:45][CH2:44][N:43]([CH:46]4[CH2:49][O:48][CH2:47]4)[CH2:42][C@@H:41]3[CH2:50][CH3:51])=[CH:36][N:35]=2)[C:30](=[O:52])[N:29]([CH3:53])[CH:28]=1)(=O)C.[OH-].[Li+].